This data is from Peptide-MHC class I binding affinity with 185,985 pairs from IEDB/IMGT. The task is: Regression. Given a peptide amino acid sequence and an MHC pseudo amino acid sequence, predict their binding affinity value. This is MHC class I binding data. (1) The peptide sequence is FLPSDYFPST. The MHC is HLA-A02:03 with pseudo-sequence HLA-A02:03. The binding affinity (normalized) is 0.453. (2) The peptide sequence is MIDSDEWVY. The MHC is HLA-A25:01 with pseudo-sequence HLA-A25:01. The binding affinity (normalized) is 0.0847. (3) The peptide sequence is MMQVWIQPL. The MHC is HLA-A02:16 with pseudo-sequence HLA-A02:16. The binding affinity (normalized) is 0.851. (4) The peptide sequence is SPREECGVF. The MHC is HLA-A26:01 with pseudo-sequence HLA-A26:01. The binding affinity (normalized) is 0.0847. (5) The peptide sequence is SLHYFTSKY. The MHC is SLA-10701 with pseudo-sequence SLA-10701. The binding affinity (normalized) is 0.770. (6) The peptide sequence is FRLSYEPFVW. The MHC is Mamu-B17 with pseudo-sequence Mamu-B17. The binding affinity (normalized) is 0.903. (7) The peptide sequence is QQRPDLILV. The MHC is HLA-B39:01 with pseudo-sequence HLA-B39:01. The binding affinity (normalized) is 0.0847. (8) The peptide sequence is GEYRSGNNL. The MHC is HLA-B08:03 with pseudo-sequence HLA-B08:03. The binding affinity (normalized) is 0.0847.